From a dataset of Full USPTO retrosynthesis dataset with 1.9M reactions from patents (1976-2016). Predict the reactants needed to synthesize the given product. (1) Given the product [F:1][C:2]1[C:7]([S:8]([C:11]([F:14])([F:13])[F:12])(=[O:9])=[O:10])=[CH:6][CH:5]=[CH:4][C:3]=1[CH:15]1[CH2:20][CH2:19][N:18]([CH2:28][CH2:29][OH:30])[CH2:17][CH2:16]1, predict the reactants needed to synthesize it. The reactants are: [F:1][C:2]1[C:7]([S:8]([C:11]([F:14])([F:13])[F:12])(=[O:10])=[O:9])=[CH:6][CH:5]=[CH:4][C:3]=1[CH:15]1[CH2:20][CH2:19][NH:18][CH2:17][CH2:16]1.C(=O)([O-])[O-].[K+].[K+].I[CH2:28][CH2:29][OH:30]. (2) Given the product [CH2:1]([C:5]1[CH:14]=[C:13]2[C:8]([CH:9]=[C:10]([C:19]([OH:21])=[O:20])[C@@H:11]([C:15]([F:16])([F:17])[F:18])[O:12]2)=[CH:7][C:6]=1[Cl:22])[CH2:2][CH2:3][CH3:4], predict the reactants needed to synthesize it. The reactants are: [CH2:1]([C:5]1[CH:14]=[C:13]2[C:8]([CH:9]=[C:10]([C:19]([OH:21])=[O:20])[CH:11]([C:15]([F:18])([F:17])[F:16])[O:12]2)=[CH:7][C:6]=1[Cl:22])[CH2:2][CH2:3][CH3:4].C1([C@H](N)C)C2C(=CC=CC=2)C=CC=1.